This data is from Full USPTO retrosynthesis dataset with 1.9M reactions from patents (1976-2016). The task is: Predict the reactants needed to synthesize the given product. (1) Given the product [Cl:1][C:2]1[CH:32]=[CH:31][C:5]([CH2:6][CH2:7][NH:8][C:9]([C:11]2[CH:30]=[CH:29][C:14]([O:15][C:16]3[C:17]([C:34]4[CH:39]=[CH:38][CH:37]=[CH:36][CH:35]=4)=[CH:18][C:19]([CH2:22][C:23]([O:25][CH2:26][CH3:27])=[O:24])=[CH:20][CH:21]=3)=[CH:13][CH:12]=2)=[O:10])=[CH:4][CH:3]=1, predict the reactants needed to synthesize it. The reactants are: [Cl:1][C:2]1[CH:32]=[CH:31][C:5]([CH2:6][CH2:7][NH:8][C:9]([C:11]2[CH:30]=[CH:29][C:14]([O:15][C:16]3[CH:21]=[CH:20][C:19]([CH2:22][C:23]([O:25][CH2:26][CH3:27])=[O:24])=[CH:18][C:17]=3Br)=[CH:13][CH:12]=2)=[O:10])=[CH:4][CH:3]=1.[I-].[C:34]1([Zn+])[CH:39]=[CH:38][CH:37]=[CH:36][CH:35]=1. (2) Given the product [C:17]1([C:8]2[CH:9]=[N:10][C:13]3[C:1]([CH:4]=2)=[CH:15][CH:16]=[CH:11][CH:12]=3)[C:16]2[C:11](=[CH:12][CH:13]=[CH:14][CH:15]=2)[CH:9]=[CH:8][CH:17]=1, predict the reactants needed to synthesize it. The reactants are: [CH2:1]([CH2:4]OC)OC.Br[C:8]1[CH:9]=[N:10][C:11]2[C:16]([CH:17]=1)=[CH:15][CH:14]=[CH:13][CH:12]=2.C(=O)([O-])[O-].[K+].[K+].